Task: Predict the product of the given reaction.. Dataset: Forward reaction prediction with 1.9M reactions from USPTO patents (1976-2016) (1) The product is: [Br:14][C:15]1[CH:16]=[C:17]([N:1]2[C:5]3=[N:6][CH:7]=[CH:8][CH:9]=[C:4]3[C:3]([C:10]([O:12][CH3:13])=[O:11])=[N:2]2)[CH:18]=[C:19]([S:21]([CH3:24])(=[O:23])=[O:22])[CH:20]=1. Given the reactants [NH:1]1[C:5]2=[N:6][CH:7]=[CH:8][CH:9]=[C:4]2[C:3]([C:10]([O:12][CH3:13])=[O:11])=[N:2]1.[Br:14][C:15]1[CH:16]=[C:17](B2OC(C)(C)C(C)(C)O2)[CH:18]=[C:19]([S:21]([CH3:24])(=[O:23])=[O:22])[CH:20]=1, predict the reaction product. (2) Given the reactants [C:1]1([NH:7][C:8]2[CH:16]=[CH:15][CH:14]=[C:10]([C:11]([OH:13])=O)[C:9]=2[C:17]([OH:19])=O)[CH:6]=[CH:5][CH:4]=[CH:3][CH:2]=1.Cl.[NH2:21][CH:22]1[CH2:28][CH2:27][C:26](=[O:29])[NH:25][C:23]1=[O:24], predict the reaction product. The product is: [O:24]=[C:23]1[CH:22]([N:21]2[C:17](=[O:19])[C:9]3[C:10](=[CH:14][CH:15]=[CH:16][C:8]=3[NH:7][C:1]3[CH:2]=[CH:3][CH:4]=[CH:5][CH:6]=3)[C:11]2=[O:13])[CH2:28][CH2:27][C:26](=[O:29])[NH:25]1. (3) Given the reactants S(Cl)([Cl:3])=O.[C:5]([C:8]1[C:17]2[C:12](=[CH:13][CH:14]=[CH:15][CH:16]=2)[C:11]([C:18]([OH:20])=O)=[CH:10][CH:9]=1)(=[O:7])[CH3:6], predict the reaction product. The product is: [C:5]([C:8]1[C:17]2[C:12](=[CH:13][CH:14]=[CH:15][CH:16]=2)[C:11]([C:18]([Cl:3])=[O:20])=[CH:10][CH:9]=1)(=[O:7])[CH3:6]. (4) Given the reactants [CH2:1]([C:4]1[N:5]=[C:6]([NH2:9])[S:7][CH:8]=1)[CH2:2][CH3:3].[Cl:10][C:11]1[C:12]([CH3:21])=[C:13]([S:17](Cl)(=[O:19])=[O:18])[CH:14]=[CH:15][CH:16]=1, predict the reaction product. The product is: [Cl:10][C:11]1[C:12]([CH3:21])=[C:13]([S:17]([NH:9][C:6]2[S:7][CH:8]=[C:4]([CH2:1][CH2:2][CH3:3])[N:5]=2)(=[O:19])=[O:18])[CH:14]=[CH:15][CH:16]=1. (5) Given the reactants [C:1]([O:5][C:6](=[O:22])[NH:7][C:8]1[CH:13]=[C:12]([CH2:14][CH2:15][CH3:16])[C:11]([C:17]([F:20])([F:19])[F:18])=[CH:10][C:9]=1[NH2:21])([CH3:4])([CH3:3])[CH3:2].C([O:27][C:28](=O)[CH2:29][C:30](=[O:43])[C:31]1[CH:36]=[CH:35][CH:34]=[C:33]([C:37]2[CH:38]=[N:39][CH:40]=[CH:41][CH:42]=2)[CH:32]=1)(C)(C)C, predict the reaction product. The product is: [C:1]([O:5][C:6](=[O:22])[NH:7][C:8]1[CH:13]=[C:12]([CH2:14][CH2:15][CH3:16])[C:11]([C:17]([F:20])([F:19])[F:18])=[CH:10][C:9]=1[NH:21][C:28](=[O:27])[CH2:29][C:30](=[O:43])[C:31]1[CH:36]=[CH:35][CH:34]=[C:33]([C:37]2[CH:38]=[N:39][CH:40]=[CH:41][CH:42]=2)[CH:32]=1)([CH3:2])([CH3:3])[CH3:4]. (6) Given the reactants Cl[C:2]1[C:3]2[CH:10]=[CH:9][NH:8][C:4]=2[N:5]=[CH:6][N:7]=1.CCN(CC)CC.[C:18]([O:22][C:23]([N:25]1[CH2:32][CH2:31][NH:30][CH2:29][C:26]21[CH2:28][CH2:27]2)=[O:24])([CH3:21])([CH3:20])[CH3:19], predict the reaction product. The product is: [C:18]([O:22][C:23]([N:25]1[CH2:32][CH2:31][N:30]([C:2]2[C:3]3[CH:10]=[CH:9][NH:8][C:4]=3[N:5]=[CH:6][N:7]=2)[CH2:29][C:26]21[CH2:27][CH2:28]2)=[O:24])([CH3:21])([CH3:19])[CH3:20].